The task is: Predict the reactants needed to synthesize the given product.. This data is from Full USPTO retrosynthesis dataset with 1.9M reactions from patents (1976-2016). Given the product [CH2:1]([NH:8][C:9]1[CH:10]=[C:11]([CH:24]=[CH:25][CH:26]=1)[C:12]([C:14]1[CH:22]=[C:21]2[C:17](/[C:18](=[CH:27]/[OH:28])/[C:19](=[O:23])[NH:20]2)=[CH:16][CH:15]=1)=[O:13])[C:2]1[CH:3]=[CH:4][CH:5]=[CH:6][CH:7]=1, predict the reactants needed to synthesize it. The reactants are: [CH2:1]([NH:8][C:9]1[CH:10]=[C:11]([CH:24]=[CH:25][CH:26]=1)[C:12]([C:14]1[CH:22]=[C:21]2[C:17]([CH2:18][C:19](=[O:23])[NH:20]2)=[CH:16][CH:15]=1)=[O:13])[C:2]1[CH:7]=[CH:6][CH:5]=[CH:4][CH:3]=1.[CH:27](OCC)=[O:28].[O-]CC.[Na+].Cl.